This data is from Reaction yield outcomes from USPTO patents with 853,638 reactions. The task is: Predict the reaction yield, written as a fraction of the theoretical maximum amount of product (1.0 means a 100% yield; for example, 0.34 means a 34% yield). (1) The reactants are [Br:1][C:2]1[CH:7]=[CH:6][C:5]([CH2:8][CH2:9][NH2:10])=[CH:4][CH:3]=1.[C:11]([C:13]1[CH:14]=[C:15]([S:19](Cl)(=[O:21])=[O:20])[CH:16]=[CH:17][CH:18]=1)#[N:12]. The catalyst is C1COCC1. The product is [Br:1][C:2]1[CH:7]=[CH:6][C:5]([CH2:8][CH2:9][NH:10][S:19]([C:15]2[CH:16]=[CH:17][CH:18]=[C:13]([C:11]#[N:12])[CH:14]=2)(=[O:21])=[O:20])=[CH:4][CH:3]=1. The yield is 0.710. (2) The reactants are FC1C=C2C(C(I)=CN2S(C2C=CC=CC=2)(=O)=O)=CC=1.[F:21][C:22]1[CH:30]=[C:29]2[C:25]([C:26]([C:40]3[CH:41]=[CH:42][C:43]4[N:47]=[C:46]([CH2:48][N:49]([CH3:51])[CH3:50])[NH:45][C:44]=4[CH:52]=3)=[CH:27][N:28]2S(C2C=CC=CC=2)(=O)=O)=[CH:24][CH:23]=1. No catalyst specified. The product is [F:21][C:22]1[CH:30]=[C:29]2[C:25]([C:26]([C:40]3[CH:41]=[CH:42][C:43]4[N:47]=[C:46]([CH2:48][N:49]([CH3:50])[CH3:51])[NH:45][C:44]=4[CH:52]=3)=[CH:27][NH:28]2)=[CH:24][CH:23]=1. The yield is 0.0400. (3) The reactants are [C:1]([O:5][C:6](=[O:20])[C:7]1[CH:12]=[CH:11][CH:10]=[C:9]([C:13]2[CH:18]=[CH:17][C:16]([CH3:19])=[CH:15][CH:14]=2)[CH:8]=1)([CH3:4])([CH3:3])[CH3:2].C1C(=O)N([Br:28])C(=O)C1.C(OOC(=O)C1C=CC=CC=1)(=O)C1C=CC=CC=1. The catalyst is C(Cl)(Cl)(Cl)Cl. The product is [C:1]([O:5][C:6]([C:7]1[CH:8]=[C:9]([C:13]2[CH:18]=[CH:17][C:16]([CH2:19][Br:28])=[CH:15][CH:14]=2)[CH:10]=[CH:11][CH:12]=1)=[O:20])([CH3:4])([CH3:3])[CH3:2]. The yield is 0.840. (4) The reactants are [OH:1][CH2:2][CH:3]([CH2:6][CH2:7][OH:8])[CH2:4][OH:5].[CH3:9][C:10]1C=CC(S(O)(=O)=O)=C[CH:15]=1.C(N(CC)CC)C. The catalyst is CC(C)=O. The product is [CH3:9][C:10]1([CH3:15])[O:5][CH2:4][CH:3]([CH2:6][CH2:7][OH:8])[CH2:2][O:1]1. The yield is 0.390. (5) The reactants are Br[C:2]1[C:7](=[O:8])[N:6]([CH2:9][C:10]2[CH:15]=[CH:14][C:13]([C:16]3[C:17]([C:22]#[N:23])=[CH:18][CH:19]=[CH:20][CH:21]=3)=[CH:12][CH:11]=2)[C:5]([CH2:24][CH2:25][CH3:26])=[N:4][C:3]=1[CH2:27][CH3:28].[CH2:29]([Sn](CCCC)(CCCC)C=C)[CH2:30]CC.[Cl-].[Li+]. The catalyst is CN(C)C=O.C(OCC)(=O)C.[F-].[K+].Cl[Pd](Cl)([P](C1C=CC=CC=1)(C1C=CC=CC=1)C1C=CC=CC=1)[P](C1C=CC=CC=1)(C1C=CC=CC=1)C1C=CC=CC=1. The product is [CH2:27]([C:3]1[N:4]=[C:5]([CH2:24][CH2:25][CH3:26])[N:6]([CH2:9][C:10]2[CH:15]=[CH:14][C:13]([C:16]3[C:17]([C:22]#[N:23])=[CH:18][CH:19]=[CH:20][CH:21]=3)=[CH:12][CH:11]=2)[C:7](=[O:8])[C:2]=1[CH:29]=[CH2:30])[CH3:28]. The yield is 0.680.